From a dataset of Reaction yield outcomes from USPTO patents with 853,638 reactions. Predict the reaction yield, written as a fraction of the theoretical maximum amount of product (1.0 means a 100% yield; for example, 0.34 means a 34% yield). The yield is 0.170. The reactants are [F:1][C:2]1([F:32])[CH2:7][CH2:6][N:5]([C:8]([C:10]2[NH:11][C:12]3[C:17]([CH:18]=2)=[CH:16][C:15]([C:19]([N:21]2[CH2:26][CH2:25][CH:24]([N:27]4[CH2:31][CH2:30][CH2:29][CH2:28]4)[CH2:23][CH2:22]2)=[O:20])=[CH:14][CH:13]=3)=[O:9])[CH2:4][CH2:3]1.[Cl:33][C:34]1[CH:39]=[C:38](B(O)O)[CH:37]=[CH:36][N:35]=1.N1C=CC=CC=1. The product is [Cl:33][C:34]1[CH:39]=[C:38]([N:11]2[C:12]3[C:17](=[CH:16][C:15]([C:19]([N:21]4[CH2:22][CH2:23][CH:24]([N:27]5[CH2:31][CH2:30][CH2:29][CH2:28]5)[CH2:25][CH2:26]4)=[O:20])=[CH:14][CH:13]=3)[CH:18]=[C:10]2[C:8]([N:5]2[CH2:6][CH2:7][C:2]([F:1])([F:32])[CH2:3][CH2:4]2)=[O:9])[CH:37]=[CH:36][N:35]=1. The catalyst is ClCCl.C([O-])(=O)C.[Cu+2].C([O-])(=O)C.